Dataset: Catalyst prediction with 721,799 reactions and 888 catalyst types from USPTO. Task: Predict which catalyst facilitates the given reaction. (1) Reactant: Cl[C:2]1[C:11]2[C:6](=[CH:7][C:8]([C:12]([N:14]3[CH2:19][CH2:18][CH2:17][CH2:16][CH2:15]3)=[O:13])=[CH:9][CH:10]=2)[N:5]=[CH:4][N:3]=1.[NH2:20][CH2:21][C:22]1[CH:23]=[C:24]([CH:28]=[CH:29][CH:30]=1)[C:25]([NH2:27])=[NH:26].C(N(C(C)C)CC)(C)C. Product: [N:14]1([C:12]([C:8]2[CH:7]=[C:6]3[C:11]([C:2]([NH:20][CH2:21][C:22]4[CH:23]=[C:24]([CH:28]=[CH:29][CH:30]=4)[C:25]([NH2:27])=[NH:26])=[N:3][CH:4]=[N:5]3)=[CH:10][CH:9]=2)=[O:13])[CH2:19][CH2:18][CH2:17][CH2:16][CH2:15]1. The catalyst class is: 9. (2) Reactant: [F:1][C:2]1[CH:3]=[CH:4][C:5]2[C:9]([CH:10]3[CH2:15][CH2:14][N:13]([CH2:16][CH2:17][CH2:18][N:19]4[C:27]5[CH2:26][CH2:25][N:24]([S:28]([CH3:31])(=[O:30])=[O:29])[CH2:23][C:22]=5[C:21]([C:32]5[CH:37]=[CH:36][C:35]([C:38]([F:41])([F:40])[F:39])=[CH:34][CH:33]=5)=[N:20]4)[CH2:12][CH2:11]3)=[C:8]([C:42](O)=[O:43])[S:7][C:6]=2[CH:45]=1.CN(C(ON1N=NC2C=CC=CC1=2)=[N+](C)C)C.F[P-](F)(F)(F)(F)F.CC(=O)OCC.[CH2:76]([CH2:78][NH2:79])[OH:77]. Product: [OH:77][CH2:76][CH2:78][NH:79][C:42]([C:8]1[S:7][C:6]2[CH:45]=[C:2]([F:1])[CH:3]=[CH:4][C:5]=2[C:9]=1[CH:10]1[CH2:11][CH2:12][N:13]([CH2:16][CH2:17][CH2:18][N:19]2[C:27]3[CH2:26][CH2:25][N:24]([S:28]([CH3:31])(=[O:29])=[O:30])[CH2:23][C:22]=3[C:21]([C:32]3[CH:33]=[CH:34][C:35]([C:38]([F:40])([F:41])[F:39])=[CH:36][CH:37]=3)=[N:20]2)[CH2:14][CH2:15]1)=[O:43]. The catalyst class is: 3. (3) Reactant: [Br:1][C:2]1[CH:11]=[C:10]2[C:5]([N:6]=[C:7]([C:23]([CH3:26])([CH3:25])[CH3:24])[C:8](=[O:22])[N:9]2[CH2:12][CH2:13][NH:14]C(=O)OC(C)(C)C)=[CH:4][CH:3]=1.[ClH:27]. Product: [ClH:27].[NH2:14][CH2:13][CH2:12][N:9]1[C:10]2[C:5](=[CH:4][CH:3]=[C:2]([Br:1])[CH:11]=2)[N:6]=[C:7]([C:23]([CH3:25])([CH3:24])[CH3:26])[C:8]1=[O:22]. The catalyst class is: 12. (4) Reactant: ClC[C:3]1[N:12]=[C:11]([OH:13])[C:10]2[C:5](=[CH:6][C:7]([C:14]3[C:19]([Cl:20])=[CH:18][CH:17]=[CH:16][N:15]=3)=[CH:8][CH:9]=2)[N:4]=1.C(N(CC)CC)C.[CH3:28][C@H:29]1[O:34][C@H:33]([CH3:35])[CH2:32][NH:31][CH2:30]1.C(OCC)C. Product: [Cl:20][C:19]1[C:14]([C:7]2[CH:6]=[C:5]3[C:10]([C:11]([OH:13])=[N:12][C:3]([N:31]4[CH2:30][C@@H:29]([CH3:28])[O:34][C@H:33]([CH3:35])[CH2:32]4)=[N:4]3)=[CH:9][CH:8]=2)=[N:15][CH:16]=[CH:17][CH:18]=1. The catalyst class is: 44.